The task is: Predict the product of the given reaction.. This data is from Forward reaction prediction with 1.9M reactions from USPTO patents (1976-2016). (1) Given the reactants Cl.[Cl:2][C:3]1[CH:8]=[CH:7][C:6]([C:9]2[N:10]=[C:11]([CH2:14][C:15]3(C(OC)=O)[CH2:19][CH2:18][CH2:17][C:16]3=[O:20])[S:12][CH:13]=2)=[CH:5][CH:4]=1, predict the reaction product. The product is: [Cl:2][C:3]1[CH:4]=[CH:5][C:6]([C:9]2[N:10]=[C:11]([CH2:14][CH:15]3[CH2:19][CH2:18][CH2:17][C:16]3=[O:20])[S:12][CH:13]=2)=[CH:7][CH:8]=1. (2) Given the reactants [Br:1][C:2]1[C:3](=[O:10])[N:4]([CH3:9])[CH:5]=[C:6](I)[CH:7]=1.[C:11]([O:14][CH2:15][C:16]1[C:17]([N:31]2[CH2:42][CH2:41][N:40]3[C:33](=[CH:34][C:35]4[CH2:36][C:37]([CH3:44])([CH3:43])[CH2:38][C:39]=43)[C:32]2=[O:45])=[N:18][CH:19]=[CH:20][C:21]=1B1OC(C)(C)C(C)(C)O1)(=[O:13])[CH3:12].[O-]P([O-])([O-])=O.[K+].[K+].[K+].C([O-])(=O)C.[Na+], predict the reaction product. The product is: [C:11]([O:14][CH2:15][C:16]1[C:17]([N:31]2[CH2:42][CH2:41][N:40]3[C:33](=[CH:34][C:35]4[CH2:36][C:37]([CH3:44])([CH3:43])[CH2:38][C:39]=43)[C:32]2=[O:45])=[N:18][CH:19]=[CH:20][C:21]=1[C:6]1[CH:7]=[C:2]([Br:1])[C:3](=[O:10])[N:4]([CH3:9])[CH:5]=1)(=[O:13])[CH3:12]. (3) Given the reactants [CH3:1][C:2]1[C:7]([C:8]#[C:9][Si](C)(C)C)=[C:6]([NH2:14])[N:5]2[N:15]=[CH:16][N:17]=[C:4]2[N:3]=1.C(=O)([O-])[O-].[K+].[K+].Cl, predict the reaction product. The product is: [C:8]([C:7]1[C:2]([CH3:1])=[N:3][C:4]2[N:5]([N:15]=[CH:16][N:17]=2)[C:6]=1[NH2:14])#[CH:9]. (4) The product is: [F:28][CH2:20][C@H:17]1[CH2:18][CH2:19][C@H:14]([NH:13][C:5]2[C:4]([N+:1]([O-:3])=[O:2])=[CH:9][N:8]=[C:7]3[CH:10]=[CH:11][S:12][C:6]=23)[CH2:15][CH2:16]1. Given the reactants [N+:1]([C:4]1[C:5]([NH:13][C@H:14]2[CH2:19][CH2:18][C@H:17]([CH2:20]O)[CH2:16][CH2:15]2)=[C:6]2[S:12][CH:11]=[CH:10][C:7]2=[N:8][CH:9]=1)([O-:3])=[O:2].COCCN(CCOC)S(F)(F)[F:28], predict the reaction product. (5) Given the reactants Br[C:2]1[CH:7]=[CH:6][CH:5]=[CH:4][C:3]=1[C:8]([CH3:11])([CH3:10])[CH3:9].[N:12]1[CH:17]=[CH:16][C:15](B(O)O)=[CH:14][CH:13]=1.C([O-])([O-])=O.[Cs+].[Cs+], predict the reaction product. The product is: [C:8]([C:3]1[CH:4]=[CH:5][CH:6]=[CH:7][C:2]=1[C:15]1[CH:16]=[CH:17][N:12]=[CH:13][CH:14]=1)([CH3:11])([CH3:10])[CH3:9].